Dataset: Peptide-MHC class II binding affinity with 134,281 pairs from IEDB. Task: Regression. Given a peptide amino acid sequence and an MHC pseudo amino acid sequence, predict their binding affinity value. This is MHC class II binding data. (1) The peptide sequence is SIKAVYNFATCGIFA. The MHC is DRB1_0404 with pseudo-sequence DRB1_0404. The binding affinity (normalized) is 0.726. (2) The peptide sequence is PSPSMGRDIKVQFQS. The MHC is HLA-DQA10501-DQB10201 with pseudo-sequence HLA-DQA10501-DQB10201. The binding affinity (normalized) is 0.116.